Dataset: Catalyst prediction with 721,799 reactions and 888 catalyst types from USPTO. Task: Predict which catalyst facilitates the given reaction. (1) Reactant: [C:1]([N:5]=[C:6]=[O:7])([CH3:4])([CH3:3])[CH3:2].[C:8]([C:12]1[CH:19]=[CH:18][C:15]([CH2:16][NH2:17])=[CH:14][CH:13]=1)([CH3:11])([CH3:10])[CH3:9].Cl[C:21](Cl)([C:25]([O-])=[O:26])[C:22]([O-])=[O:23]. Product: [CH3:2][C:1]([N:5]1[C:22](=[O:23])[CH2:21][C:25](=[O:26])[N:17]([CH2:16][C:15]2[CH:14]=[CH:13][C:12]([C:8]([CH3:11])([CH3:9])[CH3:10])=[CH:19][CH:18]=2)[C:6]1=[O:7])([CH3:4])[CH3:3]. The catalyst class is: 4. (2) The catalyst class is: 6. Reactant: [F:1][CH:2]([F:15])[C:3]1[C:12]2[CH:11]=[N:10][C:9]([S:13][CH3:14])=[N:8][C:7]=2[CH:6]=[CH:5][N:4]=1.CN(C)C=O.FC(F)(F)C(O)=O.[I:28]N1C(=O)CCC1=O.S([O-])([O-])(=O)=S.[Na+].[Na+]. Product: [F:15][CH:2]([F:1])[C:3]1[C:12]2[CH:11]=[N:10][C:9]([S:13][CH3:14])=[N:8][C:7]=2[C:6]([I:28])=[CH:5][N:4]=1. (3) Reactant: C([N:8]1[CH2:12][CH2:11][C@@H:10]([C:13]2[CH:14]=[C:15]([NH:19][S:20]([C:23]3[CH:28]=[CH:27][CH:26]=[C:25]([O:29][C:30]([F:33])([F:32])[F:31])[CH:24]=3)(=[O:22])=[O:21])[CH:16]=[CH:17][CH:18]=2)[CH2:9]1)C1C=CC=CC=1. Product: [NH:8]1[CH2:12][CH2:11][C@@H:10]([C:13]2[CH:14]=[C:15]([NH:19][S:20]([C:23]3[CH:28]=[CH:27][CH:26]=[C:25]([O:29][C:30]([F:33])([F:31])[F:32])[CH:24]=3)(=[O:22])=[O:21])[CH:16]=[CH:17][CH:18]=2)[CH2:9]1. The catalyst class is: 285. (4) Reactant: [CH3:1][O:2][C:3]1[CH:11]=[C:10]2[C:6]([CH:7]=[CH:8][NH:9]2)=[CH:5][CH:4]=1.[C:12]([O:16][C:17](O[C:17]([O:16][C:12]([CH3:15])([CH3:14])[CH3:13])=[O:18])=[O:18])([CH3:15])([CH3:14])[CH3:13]. Product: [C:12]([O:16][C:17]([N:9]1[C:10]2[C:6](=[CH:5][CH:4]=[C:3]([O:2][CH3:1])[CH:11]=2)[CH:7]=[CH:8]1)=[O:18])([CH3:15])([CH3:14])[CH3:13]. The catalyst class is: 64. (5) Reactant: [I:1][C:2]1[CH:3]=[C:4]2[C:9](=[CH:10][CH:11]=1)[N:8]([CH2:12][CH2:13][O:14][CH3:15])[CH:7]=[C:6]([C:16]([O:18]CC)=[O:17])[C:5]2=[O:21].[OH-].[Na+]. Product: [I:1][C:2]1[CH:3]=[C:4]2[C:9](=[CH:10][CH:11]=1)[N:8]([CH2:12][CH2:13][O:14][CH3:15])[CH:7]=[C:6]([C:16]([OH:18])=[O:17])[C:5]2=[O:21]. The catalyst class is: 1.